Dataset: NCI-60 drug combinations with 297,098 pairs across 59 cell lines. Task: Regression. Given two drug SMILES strings and cell line genomic features, predict the synergy score measuring deviation from expected non-interaction effect. (1) Drug 1: COC1=NC(=NC2=C1N=CN2C3C(C(C(O3)CO)O)O)N. Drug 2: CNC(=O)C1=NC=CC(=C1)OC2=CC=C(C=C2)NC(=O)NC3=CC(=C(C=C3)Cl)C(F)(F)F. Cell line: SNB-75. Synergy scores: CSS=-2.29, Synergy_ZIP=-0.174, Synergy_Bliss=-1.02, Synergy_Loewe=-3.17, Synergy_HSA=-2.50. (2) Cell line: HL-60(TB). Drug 1: C1CN(P(=O)(OC1)NCCCl)CCCl. Synergy scores: CSS=61.8, Synergy_ZIP=3.34, Synergy_Bliss=4.55, Synergy_Loewe=-17.4, Synergy_HSA=5.36. Drug 2: N.N.Cl[Pt+2]Cl. (3) Drug 1: C1=C(C(=O)NC(=O)N1)F. Cell line: SK-OV-3. Drug 2: CC1CCC2CC(C(=CC=CC=CC(CC(C(=O)C(C(C(=CC(C(=O)CC(OC(=O)C3CCCCN3C(=O)C(=O)C1(O2)O)C(C)CC4CCC(C(C4)OC)OP(=O)(C)C)C)C)O)OC)C)C)C)OC. Synergy scores: CSS=35.3, Synergy_ZIP=6.30, Synergy_Bliss=6.67, Synergy_Loewe=10.7, Synergy_HSA=11.9. (4) Drug 1: CC12CCC(CC1=CCC3C2CCC4(C3CC=C4C5=CN=CC=C5)C)O. Drug 2: CC1C(C(CC(O1)OC2CC(OC(C2O)C)OC3=CC4=CC5=C(C(=O)C(C(C5)C(C(=O)C(C(C)O)O)OC)OC6CC(C(C(O6)C)O)OC7CC(C(C(O7)C)O)OC8CC(C(C(O8)C)O)(C)O)C(=C4C(=C3C)O)O)O)O. Cell line: SF-295. Synergy scores: CSS=7.44, Synergy_ZIP=16.8, Synergy_Bliss=17.3, Synergy_Loewe=18.3, Synergy_HSA=18.0. (5) Drug 1: C1CN1P(=S)(N2CC2)N3CC3. Drug 2: CC1=C(C(=O)C2=C(C1=O)N3CC4C(C3(C2COC(=O)N)OC)N4)N. Cell line: SW-620. Synergy scores: CSS=36.6, Synergy_ZIP=0.974, Synergy_Bliss=1.67, Synergy_Loewe=-11.0, Synergy_HSA=4.85. (6) Drug 1: CC(C1=C(C=CC(=C1Cl)F)Cl)OC2=C(N=CC(=C2)C3=CN(N=C3)C4CCNCC4)N. Drug 2: C(=O)(N)NO. Cell line: UACC-257. Synergy scores: CSS=-1.67, Synergy_ZIP=0.574, Synergy_Bliss=-2.60, Synergy_Loewe=-3.55, Synergy_HSA=-4.07.